From a dataset of Forward reaction prediction with 1.9M reactions from USPTO patents (1976-2016). Predict the product of the given reaction. (1) Given the reactants [F:1][C:2]1[CH:7]=[CH:6][C:5]([F:8])=[CH:4][C:3]=1[CH2:9][C:10]([OH:12])=O.[CH2:13]([O:17][C:18](=[O:22])[C@H:19]([CH3:21])[NH2:20])[CH:14]([CH3:16])[CH3:15], predict the reaction product. The product is: [CH2:13]([O:17][C:18](=[O:22])[C@H:19]([CH3:21])[NH:20][C:10](=[O:12])[CH2:9][C:3]1[CH:4]=[C:5]([F:8])[CH:6]=[CH:7][C:2]=1[F:1])[CH:14]([CH3:16])[CH3:15]. (2) Given the reactants [CH:1]([O:14][CH2:15][CH2:16][C:17]1[CH2:22][CH2:21][N:20](C(OC)=O)[CH2:19][CH:18]=1)([C:8]1[CH:13]=[CH:12][CH:11]=[CH:10][CH:9]=1)[C:2]1[CH:7]=[CH:6][CH:5]=[CH:4][CH:3]=1, predict the reaction product. The product is: [CH:1]([O:14][CH2:15][CH2:16][C:17]1[CH2:22][CH2:21][NH:20][CH2:19][CH:18]=1)([C:8]1[CH:13]=[CH:12][CH:11]=[CH:10][CH:9]=1)[C:2]1[CH:3]=[CH:4][CH:5]=[CH:6][CH:7]=1. (3) Given the reactants Br[C:2]1[CH:14]=[CH:13][C:12]([F:15])=[CH:11][C:3]=1[CH2:4][N:5]1[N:9]=[N:8][C:7]([CH3:10])=[N:6]1.C1(C)C=CC=CC=1P(C1C=CC=CC=1C)C1C=CC=CC=1C.[CH3:38][C:39]1[O:43][C:42]([CH2:44][CH:45]2[CH2:50][CH2:49][N:48]([C:51](=[O:54])[CH:52]=[CH2:53])[CH2:47][CH2:46]2)=[N:41][N:40]=1.C(N(CC)CC)C, predict the reaction product. The product is: [F:15][C:12]1[CH:13]=[CH:14][C:2](/[CH:53]=[CH:52]/[C:51]([N:48]2[CH2:47][CH2:46][CH:45]([CH2:44][C:42]3[O:43][C:39]([CH3:38])=[N:40][N:41]=3)[CH2:50][CH2:49]2)=[O:54])=[C:3]([CH2:4][N:5]2[N:9]=[N:8][C:7]([CH3:10])=[N:6]2)[CH:11]=1. (4) Given the reactants Cl[C:2]1[CH:7]=[CH:6][CH:5]=[CH:4][C:3]=1Cl.[CH2:9]([CH:11]([CH2:15][CH2:16][CH2:17][CH3:18])[CH2:12][Mg]Br)[CH3:10].Cl, predict the reaction product. The product is: [CH2:9]([CH:11]([CH2:15][CH2:16][CH2:17][CH3:18])[CH2:12][C:2]1[CH:7]=[CH:6][CH:5]=[CH:4][C:3]=1[CH2:12][CH:11]([CH2:9][CH3:10])[CH2:15][CH2:16][CH2:17][CH3:18])[CH3:10]. (5) Given the reactants Cl[C:2]1[C:7]([Cl:8])=[N:6][CH:5]=[CH:4][N:3]=1.[Cl:9][C:10]1[C:15]([Cl:16])=[CH:14][CH:13]=[CH:12][C:11]=1[S:17]([NH2:20])(=[O:19])=[O:18].[K].[C:22](=O)([O-])[O-].[C:30]([OH:32])(=[O:31])[CH2:28][C:28]([CH2:28][C:30]([OH:32])=[O:31])([C:30]([OH:32])=[O:31])O, predict the reaction product. The product is: [C:30]([O:32][CH2:7][CH3:2])(=[O:31])[CH3:28].[CH3:12][CH2:13][CH2:14][CH:15]([CH3:10])[CH3:22].[Cl:9][C:10]1[C:15]([Cl:16])=[CH:14][CH:13]=[CH:12][C:11]=1[S:17]([NH:20][C:2]1[C:7]([Cl:8])=[N:6][CH:5]=[CH:4][N:3]=1)(=[O:18])=[O:19]. (6) Given the reactants [F:1][C:2]1[CH:3]=[C:4]([CH:9]=[CH:10][C:11]=1[O:12][CH:13]([CH3:15])[CH3:14])[C:5]([O:7]C)=[O:6].[OH-].[Na+], predict the reaction product. The product is: [F:1][C:2]1[CH:3]=[C:4]([CH:9]=[CH:10][C:11]=1[O:12][CH:13]([CH3:15])[CH3:14])[C:5]([OH:7])=[O:6]. (7) Given the reactants [OH:1][C:2]1[CH:20]=[CH:19][C:5]([CH2:6][N:7]2[C:15]3[C:10](=[CH:11][CH:12]=[CH:13][CH:14]=3)[CH:9]=[C:8]2[CH2:16][NH:17][CH3:18])=[CH:4][CH:3]=1.CN1C2C(=CC=CC=2)C=C1CNC.[CH3:34][C@@H:35]1[C:41](=[O:42])[N:40]([CH3:43])[CH2:39][C:38]2[CH:44]=[C:45]([C:48]([OH:50])=O)[CH:46]=[CH:47][C:37]=2[NH:36]1.C(C[C@@H]1C(=O)N(C)CC2C=C(C(O)=O)C=CC=2N1)(OC)=O, predict the reaction product. The product is: [OH:1][C:2]1[CH:3]=[CH:4][C:5]([CH2:6][N:7]2[C:15]3[C:10](=[CH:11][CH:12]=[CH:13][CH:14]=3)[CH:9]=[C:8]2[CH2:16][N:17]([CH3:18])[C:48]([C:45]2[CH:46]=[CH:47][C:37]3[NH:36][C@H:35]([CH3:34])[C:41](=[O:42])[N:40]([CH3:43])[CH2:39][C:38]=3[CH:44]=2)=[O:50])=[CH:19][CH:20]=1.